Dataset: Full USPTO retrosynthesis dataset with 1.9M reactions from patents (1976-2016). Task: Predict the reactants needed to synthesize the given product. (1) Given the product [CH3:16][C:17]1[CH:22]=[CH:21][C:20]([N+:23]([O-:25])=[O:24])=[CH:19][C:18]=1[S:26]([N:1]1[CH2:5][CH2:4][C:3]([C:6]2[C:15]3[C:10](=[CH:11][CH:12]=[CH:13][CH:14]=3)[N:9]=[CH:8][CH:7]=2)=[N:2]1)(=[O:28])=[O:27], predict the reactants needed to synthesize it. The reactants are: [NH:1]1[CH2:5][CH2:4][C:3]([C:6]2[C:15]3[C:10](=[CH:11][CH:12]=[CH:13][CH:14]=3)[N:9]=[CH:8][CH:7]=2)=[N:2]1.[CH3:16][C:17]1[CH:22]=[CH:21][C:20]([N+:23]([O-:25])=[O:24])=[CH:19][C:18]=1[S:26](Cl)(=[O:28])=[O:27]. (2) Given the product [C:11]([O:10][C:9]([N:8]([C:16]1[CH:21]=[CH:20][CH:19]=[C:18]([N+:22]([O-:24])=[O:23])[CH:17]=1)[C:6]1[CH:5]=[CH:4][N:3]=[C:2]([C:33]2[NH:37][CH:36]=[C:35]([C:38]([O:40][CH3:42])=[O:39])[CH:34]=2)[CH:7]=1)=[O:15])([CH3:14])([CH3:13])[CH3:12], predict the reactants needed to synthesize it. The reactants are: Cl[C:2]1[CH:7]=[C:6]([N:8]([C:16]2[CH:21]=[CH:20][CH:19]=[C:18]([N+:22]([O-:24])=[O:23])[CH:17]=2)[C:9](=[O:15])[O:10][C:11]([CH3:14])([CH3:13])[CH3:12])[CH:5]=[CH:4][N:3]=1.CC1(C)C(C)(C)OB([C:33]2[NH:37][CH:36]=[C:35]([C:38]([O-:40])=[O:39])[CH:34]=2)O1.[CH3:42]C1(C)C2C(=C(P(C3C=CC=CC=3)C3C=CC=CC=3)C=CC=2)OC2C(P(C3C=CC=CC=3)C3C=CC=CC=3)=CC=CC1=2.